Dataset: Reaction yield outcomes from USPTO patents with 853,638 reactions. Task: Predict the reaction yield, written as a fraction of the theoretical maximum amount of product (1.0 means a 100% yield; for example, 0.34 means a 34% yield). (1) The catalyst is Cl.C(O)C. The product is [O:16]=[C:11]1[C:10](=[CH:17][NH:31][C:28]2[CH:29]=[CH:30][C:25]([S:23]([NH2:33])(=[O:24])=[O:32])=[CH:26][CH:27]=2)[C:9]2[C:13](=[CH:14][CH:15]=[C:7]([C:1]3[CH:2]=[CH:3][CH:4]=[CH:5][CH:6]=3)[CH:8]=2)[NH:12]1. The reactants are [C:1]1([C:7]2[CH:8]=[C:9]3[C:13](=[CH:14][CH:15]=2)[NH:12][C:11](=[O:16])[C:10]3=[CH:17]OC(C)(C)C)[CH:6]=[CH:5][CH:4]=[CH:3][CH:2]=1.[S:23]([NH2:33])(=[O:32])([C:25]1[CH:30]=[CH:29][C:28]([NH2:31])=[CH:27][CH:26]=1)=[O:24]. The yield is 0.560. (2) The reactants are [Na].[Cl:2][C:3]1[N:4]=[N:5][C:6](Cl)=[CH:7][CH:8]=1.[CH2:10]([OH:17])[C:11]1[CH:16]=[CH:15][CH:14]=[CH:13][CH:12]=1. No catalyst specified. The product is [CH2:10]([O:17][C:6]1[N:5]=[N:4][C:3]([Cl:2])=[CH:8][CH:7]=1)[C:11]1[CH:16]=[CH:15][CH:14]=[CH:13][CH:12]=1. The yield is 0.900.